From a dataset of Reaction yield outcomes from USPTO patents with 853,638 reactions. Predict the reaction yield, written as a fraction of the theoretical maximum amount of product (1.0 means a 100% yield; for example, 0.34 means a 34% yield). (1) The reactants are [OH:1][C:2]1[CH:7]=[CH:6][C:5]([C:8]2[O:12][C:11]([CH3:14])([CH3:13])[C:10](=[O:15])[C:9]=2[C:16]2[CH:21]=[CH:20][N:19]=[CH:18][CH:17]=2)=[CH:4][CH:3]=1.C([O-])([O-])=O.[K+].[K+].Cl[CH2:29][C:30]1[CH:39]=[CH:38][C:37]2[C:32](=[CH:33][CH:34]=[CH:35][CH:36]=2)[N:31]=1. The catalyst is CN(C=O)C. The product is [CH3:14][C:11]1([CH3:13])[C:10](=[O:15])[C:9]([C:16]2[CH:21]=[CH:20][N:19]=[CH:18][CH:17]=2)=[C:8]([C:5]2[CH:4]=[CH:3][C:2]([O:1][CH2:29][C:30]3[CH:39]=[CH:38][C:37]4[C:32](=[CH:33][CH:34]=[CH:35][CH:36]=4)[N:31]=3)=[CH:7][CH:6]=2)[O:12]1. The yield is 0.570. (2) The reactants are [Br:1][C:2]1[CH:3]=[C:4]([C:8]([C:11]2[CH:12]=[C:13]([CH:16]=[O:17])[S:14][CH:15]=2)([OH:10])[CH3:9])[CH:5]=[CH:6][CH:7]=1.N1C=CN=C1.[CH3:23][Si:24](Cl)([CH3:26])[CH3:25].C([O-])(O)=O.[Na+]. The catalyst is CN(C=O)C. The product is [Br:1][C:2]1[CH:3]=[C:4]([C:8]([C:11]2[CH:12]=[C:13]([CH:16]=[O:17])[S:14][CH:15]=2)([O:10][Si:24]([CH3:26])([CH3:25])[CH3:23])[CH3:9])[CH:5]=[CH:6][CH:7]=1. The yield is 0.680. (3) The reactants are Cl.C(OCC)(=O)C.[CH2:8]([O:15][C:16]([NH:18][C@H:19]1[CH2:24][CH2:23][N:22]([C:25](OC(C)(C)C)=[O:26])[CH2:21][C@H:20]1[O:32][CH3:33])=[O:17])[C:9]1[CH:14]=[CH:13][CH:12]=[CH:11][CH:10]=1.C[Si]([N:38]=C=O)(C)C.CO. The catalyst is C(OCC)(=O)C. The product is [C:25]([N:22]1[CH2:23][CH2:24][C@H:19]([NH:18][C:16](=[O:17])[O:15][CH2:8][C:9]2[CH:14]=[CH:13][CH:12]=[CH:11][CH:10]=2)[C@H:20]([O:32][CH3:33])[CH2:21]1)(=[O:26])[NH2:38]. The yield is 0.810. (4) The reactants are [C:1]([O:5][C:6]([C:8]1([CH3:31])[CH2:12][O:11][S:10](=[O:13])[N:9]1[CH:14]([C:23]1[CH:28]=[CH:27][C:26]([O:29][CH3:30])=[CH:25][CH:24]=1)[C:15]1[CH:20]=[CH:19][C:18]([O:21][CH3:22])=[CH:17][CH:16]=1)=[O:7])([CH3:4])([CH3:3])[CH3:2].[OH2:32]. The catalyst is CC#N. The product is [C:1]([O:5][C:6]([C:8]1([CH3:31])[CH2:12][O:11][S:10](=[O:32])(=[O:13])[N:9]1[CH:14]([C:23]1[CH:24]=[CH:25][C:26]([O:29][CH3:30])=[CH:27][CH:28]=1)[C:15]1[CH:20]=[CH:19][C:18]([O:21][CH3:22])=[CH:17][CH:16]=1)=[O:7])([CH3:4])([CH3:3])[CH3:2]. The yield is 0.890.